This data is from Forward reaction prediction with 1.9M reactions from USPTO patents (1976-2016). The task is: Predict the product of the given reaction. (1) Given the reactants [Cl:1][C:2]1[CH:16]=[C:15]([Cl:17])[CH:14]=[CH:13][C:3]=1[CH2:4][O:5][C:6]1[CH:11]=[CH:10][NH:9][C:8](=[O:12])[CH:7]=1.Br[C:19]1[CH:20]=[CH:21][C:22]2[C:23]3[CH2:33][CH2:32][N:31](C(OC(C)(C)C)=O)[CH2:30][CH2:29][C:24]=3[N:25]([CH3:28])[C:26]=2[CH:27]=1.OC1C=CC=C2C=1N=CC=C2.C([O-])([O-])=O.[Cs+].[Cs+].Cl, predict the reaction product. The product is: [Cl:1][C:2]1[CH:16]=[C:15]([Cl:17])[CH:14]=[CH:13][C:3]=1[CH2:4][O:5][C:6]1[CH:11]=[CH:10][N:9]([C:19]2[CH:20]=[CH:21][C:22]3[C:23]4[CH2:33][CH2:32][NH:31][CH2:30][CH2:29][C:24]=4[N:25]([CH3:28])[C:26]=3[CH:27]=2)[C:8](=[O:12])[CH:7]=1. (2) Given the reactants [BH-](OC(C)=O)(OC(C)=O)OC(C)=O.[Na+].[CH:15]([C:17]1[CH:22]=[CH:21][CH:20]=[CH:19][C:18]=1[C:23]1[CH:24]=[CH:25][C:26]([C:29]([NH:31][CH2:32][CH2:33][C:34]([O:36][C:37]([CH3:40])([CH3:39])[CH3:38])=[O:35])=[O:30])=[N:27][CH:28]=1)=O.[Cl:41][C:42]1[CH:47]=[CH:46][C:45]([C:48]2[CH:53]=[CH:52][C:51]([NH2:54])=[CH:50][CH:49]=2)=[CH:44][CH:43]=1.CC(O)=O, predict the reaction product. The product is: [Cl:41][C:42]1[CH:43]=[CH:44][C:45]([C:48]2[CH:53]=[CH:52][C:51]([NH:54][CH2:15][C:17]3[CH:22]=[CH:21][CH:20]=[CH:19][C:18]=3[C:23]3[CH:24]=[CH:25][C:26]([C:29]([NH:31][CH2:32][CH2:33][C:34]([O:36][C:37]([CH3:40])([CH3:39])[CH3:38])=[O:35])=[O:30])=[N:27][CH:28]=3)=[CH:50][CH:49]=2)=[CH:46][CH:47]=1.